The task is: Predict the reactants needed to synthesize the given product.. This data is from Full USPTO retrosynthesis dataset with 1.9M reactions from patents (1976-2016). The reactants are: [OH:1]O.[N:3]1[C:8]2[NH:9][C:10]3[C:15]([C:7]=2[CH:6]=[CH:5][CH:4]=1)=[CH:14][CH:13]=[CH:12][CH:11]=3. Given the product [N+:3]1([O-:1])[CH:4]=[CH:5][CH:6]=[C:7]2[C:15]3[C:10](=[CH:11][CH:12]=[CH:13][CH:14]=3)[NH:9][C:8]=12, predict the reactants needed to synthesize it.